From a dataset of Full USPTO retrosynthesis dataset with 1.9M reactions from patents (1976-2016). Predict the reactants needed to synthesize the given product. (1) Given the product [Cl-:2].[CH2:26]([O:25][C:3]1[C:12]2[C:7](=[C:8]([C:13]3[CH:18]=[CH:17][CH:16]=[CH:15][CH:14]=3)[CH:9]=[CH:10][CH:11]=2)[O+:6]=[C:5]([N:19]2[CH2:24][CH2:23][O:22][CH2:21][CH2:20]2)[CH:4]=1)[CH3:27], predict the reactants needed to synthesize it. The reactants are: [Cl-].[Cl:2][C:3]1[C:12]2[C:7](=[C:8]([C:13]3[CH:18]=[CH:17][CH:16]=[CH:15][CH:14]=3)[CH:9]=[CH:10][CH:11]=2)[O+:6]=[C:5]([N:19]2[CH2:24][CH2:23][O:22][CH2:21][CH2:20]2)[CH:4]=1.[O-:25][CH2:26][CH3:27].[Na+].C(O)C. (2) Given the product [Br:1][C:2]1[CH:7]=[CH:6][C:5]([CH:8]2[CH2:13][C:12]([S:14]([C:17]3[CH:22]=[CH:21][CH:20]=[C:19]([O:23][CH:24]([CH3:25])[CH3:26])[CH:18]=3)(=[O:16])=[O:15])([CH3:28])[CH2:11][CH2:10][O:9]2)=[C:4]([F:27])[CH:3]=1, predict the reactants needed to synthesize it. The reactants are: [Br:1][C:2]1[CH:7]=[CH:6][C:5]([CH:8]2[CH2:13][CH:12]([S:14]([C:17]3[CH:22]=[CH:21][CH:20]=[C:19]([O:23][CH:24]([CH3:26])[CH3:25])[CH:18]=3)(=[O:16])=[O:15])[CH2:11][CH2:10][O:9]2)=[C:4]([F:27])[CH:3]=1.[CH3:28]C([O-])(C)C.[K+].CI. (3) Given the product [ClH:31].[ClH:31].[CH2:19]([NH:5][CH:6]1[CH2:17][CH2:16][C:15]2[CH:14]=[C:13]3[C:9]([N:10]=[C:11]([NH2:18])[S:12]3)=[CH:8][C:7]1=2)[C:20]#[CH:21], predict the reactants needed to synthesize it. The reactants are: FC(F)(F)C([N:5]([CH2:19][C:20]#[CH:21])[CH:6]1[CH2:17][CH2:16][C:15]2[CH:14]=[C:13]3[C:9]([N:10]=[C:11]([NH2:18])[S:12]3)=[CH:8][C:7]1=2)=O.C([O-])([O-])=O.[K+].[K+].C(Cl)[Cl:31].CO. (4) Given the product [CH3:37][C:34]1[CH:35]=[CH:36][C:31]([CH2:30][NH:27][C:28]([N:17]2[CH2:18][CH2:19][CH:15]([N:12]3[CH2:11][CH2:10][CH:9]([C:3]4[CH:8]=[CH:7][CH:6]=[CH:5][CH:4]=4)[CH2:14][CH2:13]3)[CH2:16]2)=[O:29])=[CH:32][CH:33]=1, predict the reactants needed to synthesize it. The reactants are: Cl.Cl.[C:3]1([CH:9]2[CH2:14][CH2:13][N:12]([CH:15]3[CH2:19][CH2:18][NH:17][CH2:16]3)[CH2:11][CH2:10]2)[CH:8]=[CH:7][CH:6]=[CH:5][CH:4]=1.C(N(CC)CC)C.[N:27]([CH2:30][C:31]1[CH:36]=[CH:35][C:34]([CH3:37])=[CH:33][CH:32]=1)=[C:28]=[O:29].